This data is from Forward reaction prediction with 1.9M reactions from USPTO patents (1976-2016). The task is: Predict the product of the given reaction. (1) Given the reactants [C:1]([C:3]1([C:6]2[CH:7]=[C:8]([CH:24]=[CH:25][CH:26]=2)[CH2:9][N:10]2[C:18]3[C:13](=[CH:14][C:15]([C:19](O)=[O:20])=[CH:16][CH:17]=3)[C:12]([CH3:22])=[C:11]2[CH3:23])[CH2:5][CH2:4]1)#[N:2].[CH:27]1([C:30]2[CH:31]=[C:32]([C@@H:36]([NH2:38])[CH3:37])[CH:33]=[CH:34][CH:35]=2)[CH2:29][CH2:28]1, predict the reaction product. The product is: [C:1]([C:3]1([C:6]2[CH:7]=[C:8]([CH:24]=[CH:25][CH:26]=2)[CH2:9][N:10]2[C:18]3[C:13](=[CH:14][C:15]([C:19]([NH:38][C@H:36]([C:32]4[CH:33]=[CH:34][CH:35]=[C:30]([CH:27]5[CH2:29][CH2:28]5)[CH:31]=4)[CH3:37])=[O:20])=[CH:16][CH:17]=3)[C:12]([CH3:22])=[C:11]2[CH3:23])[CH2:5][CH2:4]1)#[N:2]. (2) Given the reactants [Cl:1][C:2]1[N:3]=[C:4]([N:13]2[CH2:18][CH2:17][O:16][CH2:15][CH2:14]2)[C:5]2[S:10][C:9]([CH:11]=[O:12])=[N:8][C:6]=2[N:7]=1.[BH4-].[Na+], predict the reaction product. The product is: [Cl:1][C:2]1[N:3]=[C:4]([N:13]2[CH2:18][CH2:17][O:16][CH2:15][CH2:14]2)[C:5]2[S:10][C:9]([CH2:11][OH:12])=[N:8][C:6]=2[N:7]=1. (3) Given the reactants [NH2:1][CH2:2][CH2:3][CH2:4][N:5]1[C:13]([S:14][C:15]2[C:23]([N:24]([CH3:26])[CH3:25])=[CH:22][C:18]3[O:19][CH2:20][O:21][C:17]=3[CH:16]=2)=[N:12][C:11]2[C:6]1=[N:7][CH:8]=[N:9][C:10]=2[NH2:27].C(N(CC)CC)C.[CH:35]1([S:38](Cl)(=[O:40])=[O:39])[CH2:37][CH2:36]1, predict the reaction product. The product is: [NH2:27][C:10]1[N:9]=[CH:8][N:7]=[C:6]2[C:11]=1[N:12]=[C:13]([S:14][C:15]1[C:23]([N:24]([CH3:26])[CH3:25])=[CH:22][C:18]3[O:19][CH2:20][O:21][C:17]=3[CH:16]=1)[N:5]2[CH2:4][CH2:3][CH2:2][NH:1][S:38]([CH:35]1[CH2:37][CH2:36]1)(=[O:40])=[O:39]. (4) Given the reactants C(C(CCCC)COC(=O)[CH2:7][CH2:8][S:9][C:10]1[CH:11]=[C:12]2[C:17](=[CH:18][CH:19]=1)[N:16]1[C:20]([C:23]3[CH:28]=[CH:27][CH:26]=[CH:25][N:24]=3)=[N:21][N:22]=[C:15]1[CH:14]=[CH:13]2)C.CC(C)([O-])C.[K+].[CH3:40][O:41][C:42]([C:44]1([C:50]2C=C[CH:53]=[C:52](Br)[CH:51]=2)[CH2:49][CH2:48][O:47][CH2:46][CH2:45]1)=[O:43].CCN(C(C)C)C(C)C.C1(P(C2C=CC=CC=2)C2C3OC4C(=CC=CC=4P(C4C=CC=CC=4)C4C=CC=CC=4)C(C)(C)C=3C=CC=2)C=CC=CC=1, predict the reaction product. The product is: [CH3:40][O:41][C:42]([C:44]1([C:50]2[CH:51]=[CH:52][CH:53]=[C:8]([S:9][C:10]3[CH:11]=[C:12]4[C:17](=[CH:18][CH:19]=3)[N:16]3[C:20]([C:23]5[CH:28]=[CH:27][CH:26]=[CH:25][N:24]=5)=[N:21][N:22]=[C:15]3[CH:14]=[CH:13]4)[CH:7]=2)[CH2:45][CH2:46][O:47][CH2:48][CH2:49]1)=[O:43]. (5) Given the reactants [Cl:1][C:2]1[CH:3]=[C:4](/[CH:9]=[CH:10]/[C:11]([OH:13])=O)[CH:5]=[C:6]([Cl:8])[CH:7]=1.CN(C(ON1N=NC2C=CC=NC1=2)=[N+](C)C)C.F[P-](F)(F)(F)(F)F.[C:38]([O:42][C:43](=[O:53])[NH:44][CH2:45][CH2:46][CH:47]1[CH2:52][CH2:51][NH:50][CH2:49][CH2:48]1)([CH3:41])([CH3:40])[CH3:39].CCN(C(C)C)C(C)C, predict the reaction product. The product is: [C:38]([O:42][C:43](=[O:53])[NH:44][CH2:45][CH2:46][CH:47]1[CH2:48][CH2:49][N:50]([C:11](=[O:13])/[CH:10]=[CH:9]/[C:4]2[CH:5]=[C:6]([Cl:8])[CH:7]=[C:2]([Cl:1])[CH:3]=2)[CH2:51][CH2:52]1)([CH3:41])([CH3:39])[CH3:40]. (6) The product is: [C:40]([O:39][C:37]([N:44]1[CH2:51][CH2:50][CH2:49][CH:45]1[C:46]([N:29]1[CH:24]2[CH2:25][CH2:26][CH:27]1[CH2:28][N:22]([C:20]([C:17]1[CH:16]=[N:15][C:14]([NH:13][C:10]3[N:11]=[CH:12][C:7]4[CH:6]=[C:5]([C:3](=[O:4])[N:2]([CH3:36])[CH3:1])[N:30]([CH:31]5[CH2:35][CH2:34][CH2:33][CH2:32]5)[C:8]=4[N:9]=3)=[CH:19][CH:18]=1)=[O:21])[CH2:23]2)=[O:47])=[O:38])([CH3:43])([CH3:42])[CH3:41]. Given the reactants [CH3:1][N:2]([CH3:36])[C:3]([C:5]1[N:30]([CH:31]2[CH2:35][CH2:34][CH2:33][CH2:32]2)[C:8]2[N:9]=[C:10]([NH:13][C:14]3[CH:19]=[CH:18][C:17]([C:20]([N:22]4[CH2:28][CH:27]5[NH:29][CH:24]([CH2:25][CH2:26]5)[CH2:23]4)=[O:21])=[CH:16][N:15]=3)[N:11]=[CH:12][C:7]=2[CH:6]=1)=[O:4].[C:37]([N:44]1[CH2:51][CH2:50][CH2:49][C@H:45]1[C:46](O)=[O:47])([O:39][C:40]([CH3:43])([CH3:42])[CH3:41])=[O:38], predict the reaction product. (7) Given the reactants [CH2:1]([C:3]1[CH:18]=[C:6]2[C:7]([C:11](=[O:17])[CH2:12][C:13]([O:15][CH3:16])=[O:14])=[CH:8][CH:9]=[CH:10][N:5]2[N:4]=1)[CH3:2].[H-].[Na+].[CH3:21]I.[Cl-].[NH4+], predict the reaction product. The product is: [CH2:1]([C:3]1[CH:18]=[C:6]2[C:7]([C:11](=[O:17])[CH:12]([CH3:21])[C:13]([O:15][CH3:16])=[O:14])=[CH:8][CH:9]=[CH:10][N:5]2[N:4]=1)[CH3:2]. (8) Given the reactants Br[C:2]1[CH:21]=[CH:20][C:5]([C:6]([C@@H:8]2[CH2:12][CH2:11][CH2:10][C@H:9]2[C:13]([O:15][C:16]([CH3:19])([CH3:18])[CH3:17])=[O:14])=[O:7])=[CH:4][CH:3]=1.Br[C:23]1[CH:28]=[CH:27][C:26]([NH:29][C:30]2[S:31][C:32]3[CH:38]=[C:37]([F:39])[CH:36]=[CH:35][C:33]=3[N:34]=2)=[C:25]([F:40])[CH:24]=1.[F:41][C:42]1[CH:43]=[C:44]([C:63]2[CH:68]=[CH:67][C:66]([C:69]([C@@H:71]3[CH2:75][CH2:74][CH2:73][C@H:72]3[C:76]([O:78]C)=[O:77])=[O:70])=[CH:65][CH:64]=2)[CH:45]=[CH:46][C:47]=1[NH:48][C:49]1[S:50][C:51]2[CH:57]=[C:56](OC(F)(F)F)[CH:55]=[CH:54][C:52]=2[N:53]=1, predict the reaction product. The product is: [F:40][C:25]1[CH:24]=[C:23]([C:2]2[CH:21]=[CH:20][C:5]([C:6]([C@@H:8]3[CH2:12][CH2:11][CH2:10][C@H:9]3[C:13]([O:15][C:16]([CH3:19])([CH3:18])[CH3:17])=[O:14])=[O:7])=[CH:4][CH:3]=2)[CH:28]=[CH:27][C:26]=1[NH:29][C:30]1[S:31][C:32]2[CH:38]=[C:37]([F:39])[CH:36]=[CH:35][C:33]=2[N:34]=1.[F:41][C:42]1[CH:43]=[C:44]([C:63]2[CH:64]=[CH:65][C:66]([C:69]([C@@H:71]3[CH2:75][CH2:74][CH2:73][C@H:72]3[C:76]([OH:78])=[O:77])=[O:70])=[CH:67][CH:68]=2)[CH:45]=[CH:46][C:47]=1[NH:48][C:49]1[S:50][C:51]2[CH:57]=[C:56]([F:39])[CH:55]=[CH:54][C:52]=2[N:53]=1.